This data is from Forward reaction prediction with 1.9M reactions from USPTO patents (1976-2016). The task is: Predict the product of the given reaction. (1) Given the reactants Cl[C:2]1[CH:7]=[C:6]([C:8]2[CH2:14][C:13](=[O:15])[NH:12][C:11]3[CH:16]=[C:17]([C:20]([NH:22][CH2:23][C:24]#[CH:25])=[O:21])[CH:18]=[CH:19][C:10]=3[N:9]=2)[CH:5]=[CH:4][N:3]=1.[C:26](C1C=C(C2CC(=O)NC3C=C(C(NCC#C)=O)C=CC=3N=2)C=CN=1)#[N:27].C(C1C=C(C2CC(=O)NC3C=C(B(O)O)C=CC=3N=2)C=CC=1)#N.C(C1C=C(C2CC(=O)NC3C=C(C(=N)N)C=CC=3N=2)C=CC=1)#N.C(C1C=C(C2CC(=O)NC3C=C(C(=N)NC(=O)C)C=CC=3N=2)C=CC=1)#N.O=C1NC2C=C(C(N)=O)C=CC=2N=C(C2C=CN=NC=2)C1.O=C1NC2C=C(C(NCCC)=O)C=CC=2N=C(C2C=CN=NC=2)C1.C(NC(C1C=CC2N=C(C3C=CN=NC=3)CC(=O)NC=2C=1)=O)C=C, predict the reaction product. The product is: [C:26]([C:2]1[CH:7]=[C:6]([C:8]2[CH2:14][C:13](=[O:15])[NH:12][C:11]3[CH:16]=[C:17]([C:20]([NH:22][CH2:23][CH2:24][CH3:25])=[O:21])[CH:18]=[CH:19][C:10]=3[N:9]=2)[CH:5]=[CH:4][N:3]=1)#[N:27]. (2) Given the reactants [CH3:1][N:2]1[C:11]2[C:6](=[CH:7][CH:8]=[CH:9][C:10]=2[O:12]C)[CH:5]=[CH:4][C:3]1=[O:14], predict the reaction product. The product is: [OH:12][C:10]1[CH:9]=[CH:8][CH:7]=[C:6]2[C:11]=1[N:2]([CH3:1])[C:3](=[O:14])[CH:4]=[CH:5]2.